From a dataset of Forward reaction prediction with 1.9M reactions from USPTO patents (1976-2016). Predict the product of the given reaction. (1) Given the reactants [CH:1]1([O:7][C:8]2[N:13]3[N:14]=[C:15]([NH2:17])[N:16]=[C:12]3[CH:11]=[CH:10][CH:9]=2)[CH2:6][CH2:5][CH2:4][CH2:3][CH2:2]1.[CH3:18][O:19][C:20]1[CH:21]=[C:22]([CH2:26][C:27](Cl)=[O:28])[CH:23]=[CH:24][CH:25]=1, predict the reaction product. The product is: [CH:1]1([O:7][C:8]2[N:13]3[N:14]=[C:15]([NH:17][C:27](=[O:28])[CH2:26][C:22]4[CH:23]=[CH:24][CH:25]=[C:20]([O:19][CH3:18])[CH:21]=4)[N:16]=[C:12]3[CH:11]=[CH:10][CH:9]=2)[CH2:2][CH2:3][CH2:4][CH2:5][CH2:6]1. (2) Given the reactants Cl[C:2]1[N:7]=[CH:6][C:5]([CH2:8][C:9]2[C:10]3[CH:29]=[CH:28][CH:27]=[CH:26][C:11]=3[C:12]3[CH2:13][N:14]([C@H:19]4[CH2:24][CH2:23][CH2:22][CH2:21][C@@H:20]4[OH:25])[C:15](=[O:18])[C:16]=3[CH:17]=2)=[CH:4][CH:3]=1.[CH3:30][N:31](C)C=O, predict the reaction product. The product is: [OH:25][C@H:20]1[CH2:21][CH2:22][CH2:23][CH2:24][C@@H:19]1[N:14]1[CH2:13][C:12]2[C:11]3[CH:26]=[CH:27][CH:28]=[CH:29][C:10]=3[C:9]([CH2:8][C:5]3[CH:4]=[CH:3][C:2]([C:30]#[N:31])=[N:7][CH:6]=3)=[CH:17][C:16]=2[C:15]1=[O:18].